From a dataset of Reaction yield outcomes from USPTO patents with 853,638 reactions. Predict the reaction yield, written as a fraction of the theoretical maximum amount of product (1.0 means a 100% yield; for example, 0.34 means a 34% yield). (1) The catalyst is C1COCC1. The product is [CH:1]1([NH:4][C:5](=[O:80])[NH:6][C:7]2[CH:78]=[CH:77][C:10]([O:11][C:12]3[CH:17]=[CH:16][N:15]=[C:14]4[CH:18]=[C:19]([C:21]5[CH:76]=[CH:75][C:24]([C:25]([N:27]([CH3:74])[CH2:28][C@@H:29]([OH:66])[C@H:30]([OH:58])[C@@H:31]([OH:50])[C@@H:32]([OH:42])[CH2:33][OH:34])=[O:26])=[CH:23][N:22]=5)[S:20][C:13]=34)=[C:9]([F:79])[CH:8]=2)[CH2:2][CH2:3]1. The yield is 0.0700. The reactants are [CH:1]1([NH:4][C:5](=[O:80])[NH:6][C:7]2[CH:78]=[CH:77][C:10]([O:11][C:12]3[CH:17]=[CH:16][N:15]=[C:14]4[CH:18]=[C:19]([C:21]5[CH:76]=[CH:75][C:24]([C:25]([N:27]([CH3:74])[CH2:28][C@@H:29]([O:66][Si](C(C)(C)C)(C)C)[C@H:30]([O:58][Si](C(C)(C)C)(C)C)[C@@H:31]([O:50][Si](C(C)(C)C)(C)C)[C@@H:32]([O:42][Si](C(C)(C)C)(C)C)[CH2:33][O:34][Si](C(C)(C)C)(C)C)=[O:26])=[CH:23][N:22]=5)[S:20][C:13]=34)=[C:9]([F:79])[CH:8]=2)[CH2:3][CH2:2]1.CCCC[N+](CCCC)(CCCC)CCCC.[F-]. (2) The reactants are O=[C:2]1[C:6]2[NH:7][C:8]([C:10]([O:12][CH2:13][CH3:14])=[O:11])=[CH:9][C:5]=2[CH2:4][CH2:3]1.[Cl:15][C:16]1[CH:17]=[C:18]([CH:22]=[C:23]([F:25])[CH:24]=1)[CH2:19][Mg]Cl. No catalyst specified. The product is [Cl:15][C:16]1[CH:17]=[C:18]([CH:22]=[C:23]([F:25])[CH:24]=1)[CH2:19][CH:2]1[C:6]2[NH:7][C:8]([C:10]([O:12][CH2:13][CH3:14])=[O:11])=[CH:9][C:5]=2[CH2:4][CH2:3]1. The yield is 0.110. (3) The reactants are C([O-])(O)=O.[Na+].C1(C)C=CC=CC=1.C(O)C.[C:16]([C:20]1[N:25]=[C:24](Cl)[C:23]([C:27]([O:29][CH2:30][CH3:31])=[O:28])=[CH:22][N:21]=1)([CH3:19])([CH3:18])[CH3:17].[F:32][C:33]1[CH:34]=[C:35](B(O)O)[CH:36]=[CH:37][CH:38]=1. The catalyst is CCOC(C)=O.O.C1C=CC([P]([Pd]([P](C2C=CC=CC=2)(C2C=CC=CC=2)C2C=CC=CC=2)([P](C2C=CC=CC=2)(C2C=CC=CC=2)C2C=CC=CC=2)[P](C2C=CC=CC=2)(C2C=CC=CC=2)C2C=CC=CC=2)(C2C=CC=CC=2)C2C=CC=CC=2)=CC=1. The product is [C:16]([C:20]1[N:25]=[C:24]([C:37]2[CH:36]=[CH:35][CH:34]=[C:33]([F:32])[CH:38]=2)[C:23]([C:27]([O:29][CH2:30][CH3:31])=[O:28])=[CH:22][N:21]=1)([CH3:19])([CH3:18])[CH3:17]. The yield is 0.720. (4) The reactants are [Cl:1][C:2]1[C:7]2[N:8](C)[C:9](=O)[O:10][C:6]=2[CH:5]=[C:4]([C:13]([C@H:15]2[CH2:17][C@@H:16]2[C:18]([O:20]C)=[O:19])=[O:14])[CH:3]=1.[OH-].[Na+].Cl.C1N=CN(C(N2C=NC=C2)=O)C=1. The catalyst is O1CCOCC1. The product is [Cl:1][C:2]1[CH:3]=[C:4]([CH:5]=[C:6]([OH:10])[C:7]=1[NH:8][CH3:9])[C:13]([C@H:15]1[CH2:17][C@@H:16]1[C:18]([OH:20])=[O:19])=[O:14]. The yield is 0.540. (5) The reactants are [Cl:1][C:2]1[N:7]=[CH:6][C:5]2[C:8](I)=[N:9][N:10]([CH:11]([CH3:13])[CH3:12])[C:4]=2[CH:3]=1.[CH3:15][C:16]1([CH3:22])[CH2:20][NH:19][C:18](=[O:21])[NH:17]1.C1(P(C2C=CC=CC=2)C2C3OC4C(=CC=CC=4P(C4C=CC=CC=4)C4C=CC=CC=4)C(C)(C)C=3C=CC=2)C=CC=CC=1.C(=O)([O-])[O-].[Cs+].[Cs+]. The catalyst is O1CCOCC1.C1C=CC(/C=C/C(/C=C/C2C=CC=CC=2)=O)=CC=1.C1C=CC(/C=C/C(/C=C/C2C=CC=CC=2)=O)=CC=1.C1C=CC(/C=C/C(/C=C/C2C=CC=CC=2)=O)=CC=1.[Pd].[Pd]. The product is [Cl:1][C:2]1[N:7]=[CH:6][C:5]2[C:8]([N:19]3[CH2:20][C:16]([CH3:22])([CH3:15])[NH:17][C:18]3=[O:21])=[N:9][N:10]([CH:11]([CH3:13])[CH3:12])[C:4]=2[CH:3]=1. The yield is 0.520.